From a dataset of Full USPTO retrosynthesis dataset with 1.9M reactions from patents (1976-2016). Predict the reactants needed to synthesize the given product. The reactants are: [F:1][C:2]1[CH:7]=[CH:6][C:5]([C:8]2[C:39]([C:40]([OH:42])=[O:41])=[C:11]3[CH:12]=[C:13]([C:21]4[CH:26]=[CH:25][CH:24]=[C:23]([C:27](=[O:38])[NH:28][C:29]([C:32]5[CH:37]=[CH:36][CH:35]=[CH:34][CH:33]=5)([CH3:31])[CH3:30])[CH:22]=4)[C:14]([NH:16][S:17]([CH3:20])(=[O:19])=[O:18])=[CH:15][N:10]3[N:9]=2)=[CH:4][CH:3]=1.Cl.[CH3:44][NH2:45]. Given the product [C:40]([O-:42])(=[O:41])[CH3:39].[NH4+:9].[F:1][C:2]1[CH:7]=[CH:6][C:5]([C:8]2[C:39]([C:40]([NH:45][CH3:44])=[O:41])=[C:11]3[CH:12]=[C:13]([C:21]4[CH:26]=[CH:25][CH:24]=[C:23]([C:27](=[O:38])[NH:28][C:29]([C:32]5[CH:37]=[CH:36][CH:35]=[CH:34][CH:33]=5)([CH3:31])[CH3:30])[CH:22]=4)[C:14]([NH:16][S:17]([CH3:20])(=[O:18])=[O:19])=[CH:15][N:10]3[N:9]=2)=[CH:4][CH:3]=1, predict the reactants needed to synthesize it.